From a dataset of Peptide-MHC class II binding affinity with 134,281 pairs from IEDB. Regression. Given a peptide amino acid sequence and an MHC pseudo amino acid sequence, predict their binding affinity value. This is MHC class II binding data. (1) The peptide sequence is YDPFLANVSTVLTGK. The MHC is DRB1_0802 with pseudo-sequence DRB1_0802. The binding affinity (normalized) is 0.776. (2) The peptide sequence is QNAINRITNKVNSVIKKM. The MHC is DRB1_1501 with pseudo-sequence DRB1_1501. The binding affinity (normalized) is 0.419. (3) The peptide sequence is YGDSGKPAEGGGSVT. The MHC is H-2-IAd with pseudo-sequence H-2-IAd. The binding affinity (normalized) is 0.182. (4) The peptide sequence is GRHLIFCHSKRKCDELATKL. The MHC is DRB1_0405 with pseudo-sequence DRB1_0405. The binding affinity (normalized) is 0. (5) The peptide sequence is EKKYFKATQFEPLAA. The MHC is DRB1_1001 with pseudo-sequence DRB1_1001. The binding affinity (normalized) is 0.677. (6) The binding affinity (normalized) is 0.162. The MHC is HLA-DQA10401-DQB10402 with pseudo-sequence HLA-DQA10401-DQB10402. The peptide sequence is AEEVEKIEKTEEPAP. (7) The peptide sequence is SADFPQFKPEEITGI. The MHC is HLA-DPA10201-DPB11401 with pseudo-sequence HLA-DPA10201-DPB11401. The binding affinity (normalized) is 0. (8) The peptide sequence is THRHIIGEGCPKPHR. The MHC is DRB1_0401 with pseudo-sequence DRB1_0401. The binding affinity (normalized) is 0.373. (9) The peptide sequence is VTDLFAAQPGLTSAV. The MHC is DRB1_0701 with pseudo-sequence DRB1_0701. The binding affinity (normalized) is 0.484. (10) The peptide sequence is RNITGTSSTPEAVSL. The MHC is DRB4_0101 with pseudo-sequence DRB4_0103. The binding affinity (normalized) is 0.228.